Dataset: Full USPTO retrosynthesis dataset with 1.9M reactions from patents (1976-2016). Task: Predict the reactants needed to synthesize the given product. Given the product [CH3:1][N:2]1[CH2:7][CH2:6][N:5]([C:8]([O:10][C@@H:11]2[N:20]([C:21]3[CH:22]=[CH:23][C:24]([Cl:27])=[CH:25][N:26]=3)[C:18](=[O:19])[C:13]3[N:14]=[CH:15][CH:16]=[N:17][C:12]2=3)=[O:9])[CH2:4][CH2:3]1.[S:29]([O-:32])(=[O:31])(=[O:30])[CH3:28], predict the reactants needed to synthesize it. The reactants are: [CH3:1][N:2]1[CH2:7][CH2:6][N:5]([C:8]([O:10][C@@H:11]2[N:20]([C:21]3[CH:22]=[CH:23][C:24]([Cl:27])=[CH:25][N:26]=3)[C:18](=[O:19])[C:13]3[N:14]=[CH:15][CH:16]=[N:17][C:12]2=3)=[O:9])[CH2:4][CH2:3]1.[CH3:28][S:29]([OH:32])(=[O:31])=[O:30].CN1CCN(C(OC2N(C3C=CC(Cl)=CN=3)C(=O)C3N=CC=NC2=3)=O)CC1.